This data is from Forward reaction prediction with 1.9M reactions from USPTO patents (1976-2016). The task is: Predict the product of the given reaction. Given the reactants [N+:1]([C:4]1[CH:5]=[C:6]([CH:18]=[CH:19][C:20]=1[N+:21]([O-])=O)[NH:7][C:8](=[O:17])[C:9]1[CH:14]=[CH:13][C:12]([O:15][CH3:16])=[CH:11][CH:10]=1)([O-])=O.[CH3:24][N:25]([CH3:34])[C:26]1[CH:33]=[CH:32][C:29]([CH:30]=O)=[CH:28][CH:27]=1, predict the reaction product. The product is: [CH3:24][N:25]([CH3:34])[C:26]1[CH:33]=[CH:32][C:29]([C:30]2[NH:21][C:20]3[CH:19]=[CH:18][C:6]([NH:7][C:8](=[O:17])[C:9]4[CH:14]=[CH:13][C:12]([O:15][CH3:16])=[CH:11][CH:10]=4)=[CH:5][C:4]=3[N:1]=2)=[CH:28][CH:27]=1.